Dataset: Forward reaction prediction with 1.9M reactions from USPTO patents (1976-2016). Task: Predict the product of the given reaction. (1) Given the reactants [C:1]([C:3]1[CH:4]=[C:5]([C:13]2[O:17][N:16]=[C:15]([C:18]3[N:19]=[CH:20][C:21]([CH2:27][CH2:28][C:29]([O:31]CC)=[O:30])=[C:22]4[CH:26]=[CH:25][NH:24][C:23]=34)[N:14]=2)[CH:6]=[CH:7][C:8]=1[O:9][CH:10]([CH3:12])[CH3:11])#[N:2].[OH-].[Na+].Cl, predict the reaction product. The product is: [C:1]([C:3]1[CH:4]=[C:5]([C:13]2[O:17][N:16]=[C:15]([C:18]3[N:19]=[CH:20][C:21]([CH2:27][CH2:28][C:29]([OH:31])=[O:30])=[C:22]4[CH:26]=[CH:25][NH:24][C:23]=34)[N:14]=2)[CH:6]=[CH:7][C:8]=1[O:9][CH:10]([CH3:12])[CH3:11])#[N:2]. (2) Given the reactants [NH:1]([C:3](=[O:23])[CH:4]([NH:15][C:16](=[O:22])[O:17][C:18]([CH3:21])([CH3:20])[CH3:19])[C:5]1[CH:10]=[CH:9][CH:8]=[C:7]([C:11]([F:14])([F:13])[F:12])[CH:6]=1)[NH2:2].[N:24]#[C:25]Br, predict the reaction product. The product is: [NH2:24][C:25]1[O:23][C:3]([CH:4]([NH:15][C:16](=[O:22])[O:17][C:18]([CH3:19])([CH3:20])[CH3:21])[C:5]2[CH:10]=[CH:9][CH:8]=[C:7]([C:11]([F:12])([F:13])[F:14])[CH:6]=2)=[N:1][N:2]=1. (3) Given the reactants [NH2:1][C:2]1[CH:18]=[C:17]([C:19]#[N:20])[CH:16]=[CH:15][C:3]=1[CH2:4][NH:5][C:6](=[O:14])[C:7]1[CH:12]=[CH:11][CH:10]=[C:9]([CH3:13])[CH:8]=1.Cl[CH2:22][C:23]([N:25]([CH3:27])[CH3:26])=[O:24], predict the reaction product. The product is: [C:19]([C:17]1[CH:16]=[CH:15][C:3]([CH2:4][NH:5][C:6](=[O:14])[C:7]2[CH:12]=[CH:11][CH:10]=[C:9]([CH3:13])[CH:8]=2)=[C:2]([NH:1][CH2:22][C:23](=[O:24])[N:25]([CH3:27])[CH3:26])[CH:18]=1)#[N:20]. (4) The product is: [NH2:31][C:28]1[CH:27]=[CH:26][C:25]([S:22]([N:17]([CH2:18][CH:19]([CH3:21])[CH3:20])[C@@H:6]([CH2:5][CH2:4][CH2:3][CH2:2][NH:1][C:59](=[O:60])[C@@H:58]([NH:57][C:55]([O:54][CH3:53])=[O:56])[CH:62]([C:69]2[CH:70]=[CH:71][CH:72]=[CH:73][CH:74]=2)[C:63]2[CH:68]=[CH:67][CH:66]=[CH:65][CH:64]=2)[CH2:7][O:8][C:9](=[O:16])[C:10]2[CH:15]=[CH:14][CH:13]=[N:12][CH:11]=2)(=[O:24])=[O:23])=[CH:30][CH:29]=1. Given the reactants [NH2:1][CH2:2][CH2:3][CH2:4][CH2:5][C@H:6]([N:17]([S:22]([C:25]1[CH:30]=[CH:29][C:28]([NH2:31])=[CH:27][CH:26]=1)(=[O:24])=[O:23])[CH2:18][CH:19]([CH3:21])[CH3:20])[CH2:7][O:8][C:9](=[O:16])[C:10]1[CH:15]=[CH:14][CH:13]=[N:12][CH:11]=1.C(N(CC)CC)C.C(Cl)CCl.C1C=CC2N(O)N=NC=2C=1.[CH3:53][O:54][C:55]([NH:57][C@@H:58]([CH:62]([C:69]1[CH:74]=[CH:73][CH:72]=[CH:71][CH:70]=1)[C:63]1[CH:68]=[CH:67][CH:66]=[CH:65][CH:64]=1)[C:59](O)=[O:60])=[O:56], predict the reaction product. (5) Given the reactants [NH2:1][C:2]1[CH:7]=[C:6]([CH3:8])[CH:5]=[CH:4][C:3]=1[OH:9].[C:10]([O:14][C:15](=O)[O:16]C(C)(C)C)([CH3:13])([CH3:12])[CH3:11].C(=O)(O)[O-].[Na+], predict the reaction product. The product is: [C:10]([O:14][C:15](=[O:16])[NH:1][C:2]1[CH:7]=[C:6]([CH3:8])[CH:5]=[CH:4][C:3]=1[OH:9])([CH3:13])([CH3:12])[CH3:11]. (6) Given the reactants Br[C:2]1[CH:7]=[N:6][C:5]2=[C:8]([N:11]3[CH2:16][CH2:15][CH2:14][CH:13]([OH:17])[CH2:12]3)[S:9][N:10]=[C:4]2[CH:3]=1.[CH3:18][O:19][C:20]1[CH:21]=[C:22](B(O)O)[CH:23]=[CH:24][C:25]=1[O:26][CH3:27].C([O-])([O-])=O.[K+].[K+], predict the reaction product. The product is: [CH3:18][O:19][C:20]1[CH:21]=[C:22]([C:2]2[CH:7]=[N:6][C:5]3=[C:8]([N:11]4[CH2:16][CH2:15][CH2:14][CH:13]([OH:17])[CH2:12]4)[S:9][N:10]=[C:4]3[CH:3]=2)[CH:23]=[CH:24][C:25]=1[O:26][CH3:27]. (7) Given the reactants [NH2:1][C:2]1[CH:3]=[CH:4][C:5]([C:14]([OH:16])=[O:15])=[C:6]2[C:10]=1[O:9][CH:8]([CH2:11][O:12][CH3:13])[CH2:7]2.Cl[C:18]1[N:27]=[CH:26][C:25]2[N:24]([CH3:28])[C:23](=[O:29])[C@@H:22]([CH2:30][CH3:31])[N:21]([CH:32]3[CH2:36][CH2:35][CH2:34][CH2:33]3)[C:20]=2[N:19]=1.Cl, predict the reaction product. The product is: [CH:32]1([N:21]2[C:20]3[N:19]=[C:18]([NH:1][C:2]4[CH:3]=[CH:4][C:5]([C:14]([OH:16])=[O:15])=[C:6]5[C:10]=4[O:9][CH:8]([CH2:11][O:12][CH3:13])[CH2:7]5)[N:27]=[CH:26][C:25]=3[N:24]([CH3:28])[C:23](=[O:29])[C@H:22]2[CH2:30][CH3:31])[CH2:33][CH2:34][CH2:35][CH2:36]1.